From a dataset of Catalyst prediction with 721,799 reactions and 888 catalyst types from USPTO. Predict which catalyst facilitates the given reaction. (1) Reactant: [CH3:1][C:2]1[CH:7]=[C:6]([CH3:8])[CH:5]=[C:4]([N+:9]([O-])=O)[C:3]=1[S:12]([NH:15][CH:16]([CH2:21][C:22]1[C:30]2[C:25](=[CH:26][CH:27]=[CH:28][CH:29]=2)[NH:24][CH:23]=1)[C:17]([F:20])([F:19])[F:18])(=[O:14])=[O:13].Cl.C(=O)(O)[O-].[Na+]. Product: [NH2:9][C:4]1[CH:5]=[C:6]([CH3:8])[CH:7]=[C:2]([CH3:1])[C:3]=1[S:12]([NH:15][CH:16]([CH2:21][C:22]1[C:30]2[C:25](=[CH:26][CH:27]=[CH:28][CH:29]=2)[NH:24][CH:23]=1)[C:17]([F:20])([F:18])[F:19])(=[O:14])=[O:13]. The catalyst class is: 284. (2) Reactant: [Br:1][CH2:2][CH2:3][O:4][C:5]1[CH:10]=[CH:9][C:8]([NH2:11])=[CH:7][C:6]=1[C:12]1[N:13]([CH3:17])[N:14]=[CH:15][CH:16]=1.[CH3:18][O:19][C:20]1[CH:21]=[C:22]([CH:26]=[CH:27][CH:28]=1)[C:23](Cl)=[O:24].C(N(CC)CC)C. Product: [Br:1][CH2:2][CH2:3][O:4][C:5]1[CH:10]=[CH:9][C:8]([NH:11][C:23](=[O:24])[C:22]2[CH:26]=[CH:27][CH:28]=[C:20]([O:19][CH3:18])[CH:21]=2)=[CH:7][C:6]=1[C:12]1[N:13]([CH3:17])[N:14]=[CH:15][CH:16]=1. The catalyst class is: 1. (3) Reactant: [CH2:1]([O:3][C:4](=[O:46])[NH:5][C@@H:6]1[CH2:11][CH2:10][N:9]([C:12]2[CH:17]=[C:16]([C:18]#[N:19])[CH:15]=[C:14]([NH:20][C:21]3[N:26]=[C:25]([N:27](CC)[CH2:28][C:29]4C=CC(OC)=CC=4)[C:24]4=[N:39][CH:40]=[C:41]([C:42]#[N:43])[N:23]4[N:22]=3)[C:13]=2[Cl:44])[CH2:8][C@H:7]1[OH:45])[CH3:2].C1(OC)C=CC=CC=1.C(O)(C(F)(F)F)=O. Product: [Cl:44][C:13]1[C:14]([NH:20][C:21]2[N:26]=[C:25]([NH:27][CH2:28][CH3:29])[C:24]3=[N:39][CH:40]=[C:41]([C:42]#[N:43])[N:23]3[N:22]=2)=[CH:15][C:16]([C:18]#[N:19])=[CH:17][C:12]=1[N:9]1[CH2:10][CH2:11][C@@H:6]([NH:5][C:4](=[O:46])[O:3][CH2:1][CH3:2])[C@H:7]([OH:45])[CH2:8]1. The catalyst class is: 26. (4) Reactant: [C:1]([O:5][C:6](=[O:19])[N:7]([CH2:9][C:10]1[CH:15]=[CH:14][C:13]([Cl:16])=[C:12]([CH:17]=O)[CH:11]=1)[CH3:8])([CH3:4])([CH3:3])[CH3:2].[CH:20]1([NH2:23])[CH2:22][CH2:21]1.[BH4-].[Na+]. Product: [C:1]([O:5][C:6](=[O:19])[N:7]([CH2:9][C:10]1[CH:15]=[CH:14][C:13]([Cl:16])=[C:12]([CH2:17][NH:23][CH:20]2[CH2:22][CH2:21]2)[CH:11]=1)[CH3:8])([CH3:4])([CH3:3])[CH3:2]. The catalyst class is: 5. (5) Reactant: Cl.[CH:2]1([N:7]2[CH2:12][CH2:11][CH2:10][C:9]3([CH2:21][C:20](=O)[C:19]4[C:14](=[CH:15][CH:16]=[C:17](/[CH:23]=[CH:24]/[C:25]([NH:27][OH:28])=[O:26])[CH:18]=4)[O:13]3)[CH2:8]2)[CH2:6][CH2:5][CH2:4][CH2:3]1.Cl.[NH2:30][OH:31].N1C=CC=CC=1. Product: [CH:2]1([N:7]2[CH2:12][CH2:11][CH2:10][C:9]3([CH2:21][C:20](=[N:30][OH:31])[C:19]4[C:14](=[CH:15][CH:16]=[C:17](/[CH:23]=[CH:24]/[C:25]([NH:27][OH:28])=[O:26])[CH:18]=4)[O:13]3)[CH2:8]2)[CH2:3][CH2:4][CH2:5][CH2:6]1. The catalyst class is: 8. (6) Reactant: [H-].[Na+].[C:3]([O:7][C:8]([N:10]1[CH2:20][CH2:19][C:13]2([C:17](=[O:18])[NH:16][CH2:15][CH2:14]2)[CH2:12][CH2:11]1)=[O:9])([CH3:6])([CH3:5])[CH3:4].[Br:21][C:22]1[CH:29]=[CH:28][C:25]([CH2:26]Br)=[CH:24][CH:23]=1.O. Product: [C:3]([O:7][C:8]([N:10]1[CH2:11][CH2:12][C:13]2([C:17](=[O:18])[N:16]([CH2:26][C:25]3[CH:28]=[CH:29][C:22]([Br:21])=[CH:23][CH:24]=3)[CH2:15][CH2:14]2)[CH2:19][CH2:20]1)=[O:9])([CH3:6])([CH3:4])[CH3:5]. The catalyst class is: 3. (7) Reactant: [OH:1][CH:2]([C:6]1[CH:7]=[C:8]([CH:12]=[CH:13][C:14]=1[CH3:15])[C:9]([OH:11])=[O:10])[CH2:3][CH:4]=[CH2:5].[C:16](=O)(O)[O-].[Na+].CI. Product: [OH:1][CH:2]([C:6]1[CH:7]=[C:8]([CH:12]=[CH:13][C:14]=1[CH3:15])[C:9]([O:11][CH3:16])=[O:10])[CH2:3][CH:4]=[CH2:5]. The catalyst class is: 9.